Dataset: Reaction yield outcomes from USPTO patents with 853,638 reactions. Task: Predict the reaction yield, written as a fraction of the theoretical maximum amount of product (1.0 means a 100% yield; for example, 0.34 means a 34% yield). The reactants are C([O:3][C:4]([C:6]1[CH:7]=[N:8][N:9]([C:11]2[NH:15][C:14]3[CH:16]=[C:17]([F:21])[CH:18]=[C:19]([Br:20])[C:13]=3[N:12]=2)[CH:10]=1)=[O:5])C.[Li+].[OH-].C1COCC1. The catalyst is O. The product is [Br:20][C:19]1[C:13]2[N:12]=[C:11]([N:9]3[CH:10]=[C:6]([C:4]([OH:5])=[O:3])[CH:7]=[N:8]3)[NH:15][C:14]=2[CH:16]=[C:17]([F:21])[CH:18]=1. The yield is 0.670.